From a dataset of Experimentally validated miRNA-target interactions with 360,000+ pairs, plus equal number of negative samples. Binary Classification. Given a miRNA mature sequence and a target amino acid sequence, predict their likelihood of interaction. (1) The miRNA is hsa-miR-192-5p with sequence CUGACCUAUGAAUUGACAGCC. The protein sequence of the target gene is MLLEEVRAGDRLSGAAARGDVQEVRRLLHRELVHPDALNRFGKTALQVMMFGSTAIALELLKQGASPNVQDTSGTSPVHDAARTGFLDTLKVLVEHGADVNVPDGTGALPIHLAVQEGHTAVVSFLAAESDLHRRDARGLTPLELALQRGAQDLVDILQGHMVAPL. Result: 1 (interaction). (2) The miRNA is hsa-miR-6765-3p with sequence UCACCUGGCUGGCCCGCCCAG. The protein sequence of the target gene is MWRGLWTLAAQAARGPRRLCTRRSSGAPAPGSGATIFALSSGQGRCGIAVIRTSGPASGHALRILTAPRDLPLARHASLRLLSDPRSGEPLDRALVLWFPGPQSFTGEDCVEFHVHGGPAVVSGVLQALGSVPGLRPAEAGEFTRRAFANGKLNLTEVEGLADLIHAETEAQRRQALRQLDGELGHLCRGWAETLTKALAHVEAYIDFGEDDNLEEGVLEQADIEVRALQVALGAHLRDARRGQRLRSGVHVVVTGPPNAGKSSLVNLLSRKPVSIVSPEPGTTRDVLETPVDLAGFPVL.... Result: 1 (interaction). (3) The miRNA is mmu-miR-17-5p with sequence CAAAGUGCUUACAGUGCAGGUAG. The protein sequence of the target gene is MNLRGLFQDFNPSKFLIYACLLLFSVLLALRLDGIIQWSYWAVFAPIWLWKLMVIVGASVGTGVWARNPQYRAEGETCVEFKAMLIAVGIHLLLLMFEVLVCDRIERGSHFWLLVFMPLFFVSPVSVAACVWGFRHDRSLELEILCSVNILQFIFIALRLDKIIHWPWLVVCVPLWILMSFLCLVVLYYIVWSVLFLRSMDVIAEQRRTHITMALSWMTIVVPLLTFEILLVHKLDGHNAFSSIPIFVPLWLSLITLMATTFGQKGGNHWWFGIRKDFCQFLLEIFPFLREYGNISYDLH.... Result: 0 (no interaction). (4) The miRNA is cel-miR-265 with sequence UGAGGGAGGAAGGGUGGUAU. The protein sequence of the target gene is MPTGDFDSKPSWADQVEEEGEDDKCVTSELLKGIPLATGDTSPEPELLPGAPLPPPKEVINGNIKTVTEYKIDEDGKKFKIVRTFRIETRKASKAVARRKNWKKFGNSEFDPPGPNVATTTVSDDVSMTFITSKEDLNCQEEEDPMNKLKGQKIVSCRICKGDHWTTRCPYKDTLGPMQKELAEQLGLSTGEKEKLPGELEPVQATQNKTGKYVPPSLRDGASRRGESMQPNRRADDNATIRVTNLSEDTRETDLQELFRPFGSISRIYLAKDKTTGQSKGFAFISFHRREDAARAIAGV.... Result: 0 (no interaction). (5) The miRNA is hsa-miR-154-3p with sequence AAUCAUACACGGUUGACCUAUU. The protein sequence of the target gene is MGNAPSHSSEDEAAAAGGEGWGPHQDWAAVSGTTPGPGVAAPALPPAAALLEPARLREAAAALLPTPPCESLVSRHRGALFRWLEERLGRGEESVTLEQFRELLEARGAGCSSEQFEEAFAQFDAEGDGTVDAENMLEALKNSSGANLQGELSHIIRQLQACSLVPGFTDIFSESKEGLDIHSSMILRFLHRNRLSSAVMPYPMLEHCNNMCTMRSSVLKESLDQLVQKEKESPGDLTRSPEMDKLKSVAKCYAYIETSSNSADIDKMTNGETSSYWQSDGSACSHWIRLKMKPDVVLRH.... Result: 0 (no interaction). (6) Result: 1 (interaction). The protein sequence of the target gene is MSTVEEDSDTVTVETVNSVTLTQDTEGNLILHCPQNEADEIDSEDSIEPPHKRLCLSSEDDQSIDDSTPCISVVALPLSENDQSFEVTMTATTEVADDEVTEGTVTQIQILQNEQLDEISPLGNEEVSAVSQAWFTTKEDKDSLTNKGHKWKQGMWSKEEIDILMNNIERYLKARGIKDATEIIFEMSKDERKDFYRTIAWGLNRPLFAVYRRVLRMYDDRNHVGKYTPEEIEKLKELRIKHGNDWATIGAALGRSASSVKDRCRLMKDTCNTGKWTEEEEKRLAEVVHELTSTEPGDIV.... The miRNA is hsa-miR-424-5p with sequence CAGCAGCAAUUCAUGUUUUGAA.